Dataset: Reaction yield outcomes from USPTO patents with 853,638 reactions. Task: Predict the reaction yield, written as a fraction of the theoretical maximum amount of product (1.0 means a 100% yield; for example, 0.34 means a 34% yield). (1) The reactants are [F:1][C:2]1([F:32])[O:6][C:5]2[CH:7]=[CH:8][C:9]([NH:11][C:12]([C:14]3[CH:19]=[CH:18][CH:17]=[CH:16][C:15]=3[NH:20][CH2:21][C:22]3[CH:27]=[CH:26][N:25]=[C:24]([C:28](OC)=[O:29])[CH:23]=3)=[O:13])=[CH:10][C:4]=2[O:3]1.[Li+].[BH4-].CO. The catalyst is C1COCC1. The product is [F:32][C:2]1([F:1])[O:6][C:5]2[CH:7]=[CH:8][C:9]([NH:11][C:12](=[O:13])[C:14]3[CH:19]=[CH:18][CH:17]=[CH:16][C:15]=3[NH:20][CH2:21][C:22]3[CH:27]=[CH:26][N:25]=[C:24]([CH2:28][OH:29])[CH:23]=3)=[CH:10][C:4]=2[O:3]1. The yield is 0.530. (2) The reactants are Br[C:2]1[CH:6]=[CH:5][S:4][C:3]=1[CH:7]=[O:8].[N+:9]([C:12]1[CH:17]=[CH:16][CH:15]=[CH:14][C:13]=1B(O)O)([O-:11])=[O:10].C([O-])(O)=O.[Na+]. The catalyst is COCCOC.C1C=CC([P]([Pd]([P](C2C=CC=CC=2)(C2C=CC=CC=2)C2C=CC=CC=2)([P](C2C=CC=CC=2)(C2C=CC=CC=2)C2C=CC=CC=2)[P](C2C=CC=CC=2)(C2C=CC=CC=2)C2C=CC=CC=2)(C2C=CC=CC=2)C2C=CC=CC=2)=CC=1. The product is [N+:9]([C:12]1[CH:17]=[CH:16][CH:15]=[CH:14][C:13]=1[C:2]1[CH:6]=[CH:5][S:4][C:3]=1[CH:7]=[O:8])([O-:11])=[O:10]. The yield is 0.830. (3) The reactants are [CH3:1][O:2][C:3]1[CH:8]=[CH:7][C:6]([C:9]([NH:24][C:25]2[O:26][CH2:27][C@H:28]([F:40])[C@:29]([C:32]3[CH:37]=[C:36](Br)[CH:35]=[CH:34][C:33]=3[F:39])([CH3:31])[N:30]=2)([C:16]2[CH:21]=[CH:20][C:19]([O:22][CH3:23])=[CH:18][CH:17]=2)[C:10]2[CH:15]=[CH:14][CH:13]=[CH:12][CH:11]=2)=[CH:5][CH:4]=1.[CH3:41][C:42]1[CH:43]=[N:44][NH:45][CH:46]=1. No catalyst specified. The product is [CH3:1][O:2][C:3]1[CH:8]=[CH:7][C:6]([C:9]([NH:24][C:25]2[O:26][CH2:27][C@H:28]([F:40])[C@:29]([C:32]3[CH:37]=[C:36]([N:44]4[CH:43]=[C:42]([CH3:41])[CH:46]=[N:45]4)[CH:35]=[CH:34][C:33]=3[F:39])([CH3:31])[N:30]=2)([C:16]2[CH:21]=[CH:20][C:19]([O:22][CH3:23])=[CH:18][CH:17]=2)[C:10]2[CH:15]=[CH:14][CH:13]=[CH:12][CH:11]=2)=[CH:5][CH:4]=1. The yield is 0.280. (4) The reactants are [CH3:1][NH:2][CH2:3][C:4]([O:6][C:7]([CH3:10])([CH3:9])[CH3:8])=[O:5].C(=O)([O-])[O-].[K+].[K+].[N:17]#[C:18]Br. The catalyst is C(#N)C. The product is [CH3:1][N:2]([CH2:3][C:4]([O:6][C:7]([CH3:10])([CH3:9])[CH3:8])=[O:5])[C:18]#[N:17]. The yield is 0.880.